Dataset: Forward reaction prediction with 1.9M reactions from USPTO patents (1976-2016). Task: Predict the product of the given reaction. Given the reactants BrC1C=CC2OC3C(=O)NC(C4CCN(C(OC(C)(C)C)=O)CC4)=NC=3C=2C=1.[Br:29][C:30]1[CH:31]=[CH:32][C:33]2[O:37][C:36]([C:38](=[O:40])[NH2:39])=[C:35]([NH:41][C:42]([C:44]3[CH:45]=[C:46]([CH:56]=[CH:57][CH:58]=3)[CH2:47][NH:48][C:49](=[O:55])[O:50][C:51]([CH3:54])([CH3:53])[CH3:52])=O)[C:34]=2[CH:59]=1.BrC1C=CC2OC(C(=O)N)=C(NC(C3CCN(C(OC(C)(C)C)=O)CC3)=O)C=2C=1, predict the reaction product. The product is: [Br:29][C:30]1[CH:31]=[CH:32][C:33]2[O:37][C:36]3[C:38](=[O:40])[NH:39][C:42]([C:44]4[CH:45]=[C:46]([CH:56]=[CH:57][CH:58]=4)[CH2:47][NH:48][C:49](=[O:55])[O:50][C:51]([CH3:54])([CH3:53])[CH3:52])=[N:41][C:35]=3[C:34]=2[CH:59]=1.